Dataset: Reaction yield outcomes from USPTO patents with 853,638 reactions. Task: Predict the reaction yield, written as a fraction of the theoretical maximum amount of product (1.0 means a 100% yield; for example, 0.34 means a 34% yield). (1) The reactants are [CH3:1][C:2]1[C:6]2[C:7](=[O:19])[N:8]([CH2:11][CH2:12][N:13]3[CH2:18][CH2:17][CH2:16][CH2:15][CH2:14]3)[CH2:9][CH2:10][C:5]=2[NH:4][C:3]=1[CH:20]=O.[O:22]=[C:23]1[CH2:31][C:30]2[C:25](=[CH:26][CH:27]=[C:28]([NH:32][CH:33]=[O:34])[CH:29]=2)[NH:24]1. No catalyst specified. The product is [CH3:1][C:2]1[C:6]2[C:7](=[O:19])[N:8]([CH2:11][CH2:12][N:13]3[CH2:14][CH2:15][CH2:16][CH2:17][CH2:18]3)[CH2:9][CH2:10][C:5]=2[NH:4][C:3]=1[CH:20]=[C:31]1[C:30]2[C:25](=[CH:26][CH:27]=[C:28]([NH:32][CH:33]=[O:34])[CH:29]=2)[NH:24][C:23]1=[O:22]. The yield is 0.787. (2) The reactants are [CH2:1]([O:3][C:4]([C:6]1[CH:10]=[C:9]([NH2:11])[N:8]([C:12]2[CH:17]=[C:16]([C:18]([OH:20])=O)[CH:15]=[CH:14][C:13]=2[CH3:21])[N:7]=1)=[O:5])[CH3:2].[NH2:22][C:23]1[C:24]([O:38][CH3:39])=[C:25]([NH:33][S:34]([CH3:37])(=[O:36])=[O:35])[CH:26]=[C:27]([C:29]([CH3:32])([CH3:31])[CH3:30])[CH:28]=1.CCN(C(C)C)C(C)C.C([O-])(O)=O.[Na+]. The catalyst is CN(C=O)C. The product is [CH2:1]([O:3][C:4]([C:6]1[CH:10]=[C:9]([NH2:11])[N:8]([C:12]2[CH:17]=[C:16]([C:18](=[O:20])[NH:22][C:23]3[CH:28]=[C:27]([C:29]([CH3:31])([CH3:32])[CH3:30])[CH:26]=[C:25]([NH:33][S:34]([CH3:37])(=[O:36])=[O:35])[C:24]=3[O:38][CH3:39])[CH:15]=[CH:14][C:13]=2[CH3:21])[N:7]=1)=[O:5])[CH3:2]. The yield is 0.480. (3) The product is [NH:4]1[C:5]2=[N:6][CH:7]=[N:8][C:9]([NH2:11])=[C:10]2[CH:2]=[N:3]1. The reactants are I[C:2]1[C:10]2[C:5](=[N:6][CH:7]=[N:8][C:9]=2[NH2:11])[N:4](C2CCNCC2)[N:3]=1.CN1CCC(=O)CC1.C(O[BH-](OC(=O)C)OC(=O)C)(=O)C.[Na+].C(O)(=O)C.C(=O)(O)[O-].[Na+]. The yield is 0.930. The catalyst is ClCCCl. (4) The reactants are [CH2:1]([NH:3][C:4](=[O:36])[NH:5][C:6]1[CH:11]=[CH:10][C:9]([C:12]2[N:13]=[C:14]([N:29]3[CH2:34][CH2:33][O:32][CH2:31][C@@H:30]3[CH3:35])[C:15]3[CH2:21][CH2:20][N:19](C(OC(C)(C)C)=O)[CH2:18][C:16]=3[N:17]=2)=[CH:8][CH:7]=1)[CH3:2].[C:37]([OH:43])([C:39]([F:42])([F:41])[F:40])=[O:38]. The catalyst is C(Cl)Cl. The product is [F:40][C:39]([F:42])([F:41])[C:37]([OH:43])=[O:38].[CH2:1]([NH:3][C:4]([NH:5][C:6]1[CH:7]=[CH:8][C:9]([C:12]2[N:13]=[C:14]([N:29]3[CH2:34][CH2:33][O:32][CH2:31][C@@H:30]3[CH3:35])[C:15]3[CH2:21][CH2:20][NH:19][CH2:18][C:16]=3[N:17]=2)=[CH:10][CH:11]=1)=[O:36])[CH3:2]. The yield is 0.840. (5) The reactants are [NH2:1][C@@H:2]([C:6]1[O:7][C:8]2[C:13]([C:14](=[O:23])[C:15]=1[CH2:16][C:17]1[CH:22]=[CH:21][CH:20]=[CH:19][CH:18]=1)=[CH:12][CH:11]=[C:10]([Cl:24])[CH:9]=2)[CH:3]([CH3:5])[CH3:4].C([O-])([O-])=O.[K+].[K+].Br[CH2:32][C:33](=[O:46])[CH2:34][N:35]1[C:39](=[O:40])[C:38]2=[CH:41][CH:42]=[CH:43][CH:44]=[C:37]2[C:36]1=[O:45]. The catalyst is CN(C=O)C. The product is [C:36]1(=[O:45])[N:35]([CH2:34][C:33](=[O:46])[CH2:32][NH:1][C@@H:2]([C:6]2[O:7][C:8]3[C:13]([C:14](=[O:23])[C:15]=2[CH2:16][C:17]2[CH:22]=[CH:21][CH:20]=[CH:19][CH:18]=2)=[CH:12][CH:11]=[C:10]([Cl:24])[CH:9]=3)[CH:3]([CH3:4])[CH3:5])[C:39](=[O:40])[C:38]2=[CH:41][CH:42]=[CH:43][CH:44]=[C:37]12. The yield is 1.00.